Dataset: Full USPTO retrosynthesis dataset with 1.9M reactions from patents (1976-2016). Task: Predict the reactants needed to synthesize the given product. (1) Given the product [Br:1][C:2]1[CH:3]=[CH:4][C:5](=[O:8])[N:6]([CH2:9][CH2:10][CH:11]([CH3:13])[CH3:12])[CH:7]=1, predict the reactants needed to synthesize it. The reactants are: [Br:1][C:2]1[CH:3]=[CH:4][C:5](=[O:8])[NH:6][CH:7]=1.[CH2:9](Br)[CH2:10][CH:11]([CH3:13])[CH3:12]. (2) The reactants are: [F:1][C:2]1[CH:20]=[C:19]([O:21][CH2:22][C:23]2[N:24]=[C:25]([C:28]3[CH:40]=[CH:39][C:31]([C:32]([O:34]C(C)(C)C)=[O:33])=[CH:30][CH:29]=3)[S:26][CH:27]=2)[C:5]2[CH:6]=[C:7]([C:9]3[N:10]=[C:11]4[N:15]([CH:16]=3)[N:14]=[C:13]([O:17][CH3:18])[S:12]4)[O:8][C:4]=2[CH:3]=1.FC(F)(F)C(O)=O. Given the product [F:1][C:2]1[CH:20]=[C:19]([O:21][CH2:22][C:23]2[N:24]=[C:25]([C:28]3[CH:40]=[CH:39][C:31]([C:32]([OH:34])=[O:33])=[CH:30][CH:29]=3)[S:26][CH:27]=2)[C:5]2[CH:6]=[C:7]([C:9]3[N:10]=[C:11]4[N:15]([CH:16]=3)[N:14]=[C:13]([O:17][CH3:18])[S:12]4)[O:8][C:4]=2[CH:3]=1, predict the reactants needed to synthesize it. (3) Given the product [CH2:1]([O:8][C:9]([NH:11][C@H:12]([C:17]([NH:28][C@H:27]([C:26]([O:25][C:21]([CH3:24])([CH3:23])[CH3:22])=[O:36])[CH2:29][C:30]1[CH:35]=[CH:34][CH:33]=[CH:32][CH:31]=1)=[O:19])[CH2:13][CH2:14][S:15][CH3:16])=[O:10])[C:2]1[CH:3]=[CH:4][CH:5]=[CH:6][CH:7]=1, predict the reactants needed to synthesize it. The reactants are: [CH2:1]([O:8][C:9]([NH:11][C@H:12]([C:17]([OH:19])=O)[CH2:13][CH2:14][S:15][CH3:16])=[O:10])[C:2]1[CH:7]=[CH:6][CH:5]=[CH:4][CH:3]=1.Cl.[C:21]([O:25][C:26](=[O:36])[C@H:27]([CH2:29][C:30]1[CH:35]=[CH:34][CH:33]=[CH:32][CH:31]=1)[NH2:28])([CH3:24])([CH3:23])[CH3:22].C1C=CC2N(O)N=NC=2C=1.Cl.CN(C)CCCN=C=NCC. (4) Given the product [CH3:4][C:5]1[CH:6]=[C:7]([C:8]([C:9]2[S:10][CH:11]=[C:12]([C:14]([F:19])([F:20])[C:15]([F:16])([F:17])[F:18])[N:13]=2)=[O:28])[CH:21]=[CH:22][C:23]=1[N+:24]([O-:26])=[O:25], predict the reactants needed to synthesize it. The reactants are: C(#N)C.[CH3:4][C:5]1[CH:6]=[C:7]([CH:21]=[CH:22][C:23]=1[N+:24]([O-:26])=[O:25])[CH2:8][C:9]1[S:10][CH:11]=[C:12]([C:14]([F:20])([F:19])[C:15]([F:18])([F:17])[F:16])[N:13]=1.[N+]([O-])([O-])=[O:28].[NH4+].[Ce+4].[N+]([O-])([O-])=O.[N+]([O-])([O-])=O.[N+]([O-])([O-])=O.[N+]([O-])([O-])=O.II. (5) Given the product [Cl:1][C:2]1[CH:7]=[CH:6][C:5]([CH2:8][C:9]2[C:18]3[C:13](=[CH:14][CH:15]=[CH:16][CH:17]=3)[C:12](=[O:19])[N:11]([CH2:20][CH2:21][N:22]([CH2:23][CH2:24][C:25]3[CH:26]=[CH:27][C:28]([O:31][CH2:32][CH2:33][CH2:34][N:35]4[CH2:36][CH2:37][CH2:38][CH2:39][CH2:40][CH2:41]4)=[CH:29][CH:30]=3)[CH3:42])[N:10]=2)=[CH:4][CH:3]=1, predict the reactants needed to synthesize it. The reactants are: [Cl:1][C:2]1[CH:7]=[CH:6][C:5]([CH2:8][C:9]2[C:18]3[C:13](=[CH:14][CH:15]=[CH:16][CH:17]=3)[C:12](=[O:19])[N:11]([CH2:20][CH2:21][NH:22][CH2:23][CH2:24][C:25]3[CH:30]=[CH:29][C:28]([O:31][CH2:32][CH2:33][CH2:34][N:35]4[CH2:41][CH2:40][CH2:39][CH2:38][CH2:37][CH2:36]4)=[CH:27][CH:26]=3)[N:10]=2)=[CH:4][CH:3]=1.[CH2:42]=O. (6) Given the product [Br:3][C:4]1[C:5]2[N:17]([CH3:18])[C:24]3([CH2:28][CH2:27][CH2:26][CH2:25]3)[NH:16][C:14](=[O:15])[C:6]=2[S:7][C:8]=1[C:9]1[CH:10]=[N:11][NH:12][CH:13]=1, predict the reactants needed to synthesize it. The reactants are: Cl.Cl.[Br:3][C:4]1[C:5]([NH:17][CH3:18])=[C:6]([C:14]([NH2:16])=[O:15])[S:7][C:8]=1[C:9]1[CH:10]=[N:11][NH:12][CH:13]=1.C([O-])(O)=O.[Na+].[C:24]1(=O)[CH2:28][CH2:27][CH2:26][CH2:25]1.CC1C=CC(S(O)(=O)=O)=CC=1.[O-]S([O-])(=O)=O.[Mg+2].